Dataset: Forward reaction prediction with 1.9M reactions from USPTO patents (1976-2016). Task: Predict the product of the given reaction. (1) Given the reactants C1(P(C2CCCCC2)C2C=CC=CC=2C2C(C(C)C)=CC(C(C)C)=CC=2C(C)C)CCCCC1.CC(C)([O-])C.[Na+].[O:41]1[CH2:46][CH2:45][N:44]([C:47]2[CH:52]=[C:51]3[NH:53][CH2:54][C:55]4([CH2:60][CH2:59][O:58][CH2:57][CH2:56]4)[C:50]3=[CH:49][CH:48]=2)[CH2:43][CH2:42]1.Cl[C:62]1[C:71]2[C:66](=[CH:67][C:68]([F:72])=[CH:69][CH:70]=2)[N:65]=[C:64]([C:73]2[CH:78]=[CH:77][CH:76]=[C:75]([O:79][CH3:80])[N:74]=2)[C:63]=1[CH3:81], predict the reaction product. The product is: [F:72][C:68]1[CH:67]=[C:66]2[C:71]([C:62]([N:53]3[C:51]4[C:50](=[CH:49][CH:48]=[C:47]([N:44]5[CH2:43][CH2:42][O:41][CH2:46][CH2:45]5)[CH:52]=4)[C:55]4([CH2:60][CH2:59][O:58][CH2:57][CH2:56]4)[CH2:54]3)=[C:63]([CH3:81])[C:64]([C:73]3[CH:78]=[CH:77][CH:76]=[C:75]([O:79][CH3:80])[N:74]=3)=[N:65]2)=[CH:70][CH:69]=1. (2) Given the reactants [CH3:1][O:2][C:3]1[CH:8]=[CH:7][C:6]([NH:9][C:10]2[N:23]([CH2:24][CH2:25][CH2:26][N:27]3[CH2:32][CH2:31][CH2:30][CH2:29][CH2:28]3)[C:13]3=[N:14][C:15]([C:18]([O:20]CC)=[O:19])=[CH:16][CH:17]=[C:12]3[N:11]=2)=[CH:5][CH:4]=1.O1CCCC1.[Li+].[OH-], predict the reaction product. The product is: [CH3:1][O:2][C:3]1[CH:4]=[CH:5][C:6]([NH:9][C:10]2[N:23]([CH2:24][CH2:25][CH2:26][N:27]3[CH2:32][CH2:31][CH2:30][CH2:29][CH2:28]3)[C:13]3=[N:14][C:15]([C:18]([OH:20])=[O:19])=[CH:16][CH:17]=[C:12]3[N:11]=2)=[CH:7][CH:8]=1. (3) Given the reactants [NH2:1][C:2]1[CH:7]=[C:6]([CH3:8])[CH:5]=[CH:4][C:3]=1[NH:9][C:10]([CH:12]1[CH2:15][N:14]([C:16]([O:18][C:19]([CH3:22])([CH3:21])[CH3:20])=[O:17])[CH2:13]1)=O.NC1C=CC(C)=CC=1NC(C1CN(C(OC(C)(C)C)=O)C1)=O, predict the reaction product. The product is: [CH3:8][C:6]1[CH:5]=[CH:4][C:3]2[NH:9][C:10]([CH:12]3[CH2:15][N:14]([C:16]([O:18][C:19]([CH3:22])([CH3:21])[CH3:20])=[O:17])[CH2:13]3)=[N:1][C:2]=2[CH:7]=1. (4) The product is: [F:18][C:14]1[CH:13]=[C:12]([CH:17]=[CH:16][CH:15]=1)[CH2:11][S:8]([CH2:7][CH2:6][N:32]1[CH2:37][CH2:36][CH2:34][CH2:33]1)(=[O:10])=[O:9]. Given the reactants CS(O[CH2:6][CH2:7][S:8]([CH2:11][C:12]1[CH:17]=[CH:16][CH:15]=[C:14]([F:18])[CH:13]=1)(=[O:10])=[O:9])(=O)=O.FC1C=CC=C(CS(C=C)(=O)=O)C=1.[NH:32]1[CH2:37][CH2:36]O[CH2:34][CH2:33]1, predict the reaction product. (5) Given the reactants [CH:1]1([C@@H:7]2[CH2:12][CH2:11][C@H:10]([O:13][C:14]3[CH:15]=[C:16]4[C:21](=[CH:22][CH:23]=3)[CH:20]=[C:19]([C@:24]3([CH3:30])[CH2:28][O:27][C:26](=[O:29])[NH:25]3)[CH:18]=[CH:17]4)[CH2:9][CH2:8]2)[CH2:6][CH2:5][CH2:4][CH2:3][CH2:2]1.C(Cl)Cl.[I:34]N1C(=O)CCC1=O, predict the reaction product. The product is: [CH:1]1([C@@H:7]2[CH2:12][CH2:11][C@H:10]([O:13][C:14]3[C:15]([I:34])=[C:16]4[C:21](=[CH:22][CH:23]=3)[CH:20]=[C:19]([C@:24]3([CH3:30])[CH2:28][O:27][C:26](=[O:29])[NH:25]3)[CH:18]=[CH:17]4)[CH2:9][CH2:8]2)[CH2:2][CH2:3][CH2:4][CH2:5][CH2:6]1. (6) Given the reactants [Si]([O:18][C:19]1[CH:56]=[CH:55][C:22]([O:23][CH2:24][C@@H:25]([OH:54])[CH2:26][NH:27][CH2:28][CH2:29][C:30]2[CH:53]=[CH:52][C:33]([NH:34][CH:35]3[CH2:40][CH2:39][N:38]([C:41]([C:43]4[C:51]5[C:46](=[CH:47][CH:48]=[CH:49][CH:50]=5)[NH:45][CH:44]=4)=[O:42])[CH2:37][CH2:36]3)=[CH:32][CH:31]=2)=[CH:21][CH:20]=1)(C(C)(C)C)(C1C=CC=CC=1)C1C=CC=CC=1, predict the reaction product. The product is: [OH:54][C@H:25]([CH2:24][O:23][C:22]1[CH:21]=[CH:20][C:19]([OH:18])=[CH:56][CH:55]=1)[CH2:26][NH:27][CH2:28][CH2:29][C:30]1[CH:53]=[CH:52][C:33]([NH:34][CH:35]2[CH2:40][CH2:39][N:38]([C:41]([C:43]3[C:51]4[C:46](=[CH:47][CH:48]=[CH:49][CH:50]=4)[NH:45][CH:44]=3)=[O:42])[CH2:37][CH2:36]2)=[CH:32][CH:31]=1. (7) Given the reactants [Cl:1][C:2]1[CH:7]=[CH:6][CH:5]=[CH:4][C:3]=1[N:8]1[C:12]([C:13]([NH2:15])=O)=[CH:11][C:10]([C:16]2[CH:21]=[CH:20][N:19]=[C:18]([Cl:22])[CH:17]=2)=[N:9]1.C[N:24]([CH:26](OC)OC)C.O.[NH2:32]N, predict the reaction product. The product is: [Cl:22][C:18]1[CH:17]=[C:16]([C:10]2[CH:11]=[C:12]([C:13]3[N:24]=[CH:26][NH:32][N:15]=3)[N:8]([C:3]3[CH:4]=[CH:5][CH:6]=[CH:7][C:2]=3[Cl:1])[N:9]=2)[CH:21]=[CH:20][N:19]=1. (8) Given the reactants C(S([O-])(=O)=O)(F)(F)F.C(S([O-])(=O)=O)(F)(F)F.C(S([O-])(=O)=O)(F)(F)F.[Yb+3].[C:26]([O:30][C:31](=[O:42])[NH:32][CH2:33][C:34]1[CH:39]=[C:38]([NH2:40])[CH:37]=[CH:36][C:35]=1[Br:41])([CH3:29])([CH3:28])[CH3:27].[F:43][C:44]1[CH:51]=[C:50]([O:52][CH3:53])[C:49]([O:54][CH3:55])=[CH:48][C:45]=1[CH:46]=O.C[Si]([C:60]#[N:61])(C)C, predict the reaction product. The product is: [C:26]([O:30][C:31](=[O:42])[NH:32][CH2:33][C:34]1[CH:39]=[C:38]([NH:40][CH:46]([C:60]#[N:61])[C:45]2[CH:48]=[C:49]([O:54][CH3:55])[C:50]([O:52][CH3:53])=[CH:51][C:44]=2[F:43])[CH:37]=[CH:36][C:35]=1[Br:41])([CH3:29])([CH3:27])[CH3:28].